Dataset: NCI-60 drug combinations with 297,098 pairs across 59 cell lines. Task: Regression. Given two drug SMILES strings and cell line genomic features, predict the synergy score measuring deviation from expected non-interaction effect. (1) Drug 1: CC(C)(C#N)C1=CC(=CC(=C1)CN2C=NC=N2)C(C)(C)C#N. Drug 2: CC(C)NC(=O)C1=CC=C(C=C1)CNNC.Cl. Cell line: A549. Synergy scores: CSS=-2.58, Synergy_ZIP=0.761, Synergy_Bliss=-1.86, Synergy_Loewe=-3.21, Synergy_HSA=-4.88. (2) Drug 1: C1C(C(OC1N2C=NC3=C2NC=NCC3O)CO)O. Drug 2: B(C(CC(C)C)NC(=O)C(CC1=CC=CC=C1)NC(=O)C2=NC=CN=C2)(O)O. Cell line: TK-10. Synergy scores: CSS=35.1, Synergy_ZIP=6.73, Synergy_Bliss=5.86, Synergy_Loewe=-24.7, Synergy_HSA=4.38.